From a dataset of Full USPTO retrosynthesis dataset with 1.9M reactions from patents (1976-2016). Predict the reactants needed to synthesize the given product. (1) Given the product [C:1]([C:3]1[C:4]([N:17]2[CH2:18][CH:19]([C:21]([NH:36][S:33]([C:28]3[CH:29]=[CH:30][CH:31]=[CH:32][C:27]=3[O:26][C:25]([F:24])([F:38])[F:37])(=[O:34])=[O:35])=[O:22])[CH2:20]2)=[N:5][C:6]([CH:14]([F:15])[F:16])=[C:7]([CH:8]=1)[C:9]([O:11][CH2:12][CH3:13])=[O:10])#[N:2], predict the reactants needed to synthesize it. The reactants are: [C:1]([C:3]1[C:4]([N:17]2[CH2:20][CH:19]([C:21](O)=[O:22])[CH2:18]2)=[N:5][C:6]([CH:14]([F:16])[F:15])=[C:7]([C:9]([O:11][CH2:12][CH3:13])=[O:10])[CH:8]=1)#[N:2].[F:24][C:25]([F:38])([F:37])[O:26][C:27]1[CH:32]=[CH:31][CH:30]=[CH:29][C:28]=1[S:33]([NH2:36])(=[O:35])=[O:34]. (2) Given the product [I-:13].[C:16]([CH2:15][CH2:14][NH+:3]1[C:4]2[C:9](=[CH:8][CH:7]=[CH:6][CH:5]=2)[C:10]([CH3:12])([CH3:11])[CH:2]1[CH3:1])([OH:18])=[O:17], predict the reactants needed to synthesize it. The reactants are: [CH3:1][C:2]1[C:10]([CH3:12])([CH3:11])[C:9]2[C:4](=[CH:5][CH:6]=[CH:7][CH:8]=2)[N:3]=1.[I:13][CH2:14][CH2:15][C:16]([OH:18])=[O:17]. (3) Given the product [F:32][C:27]1[CH:28]=[CH:29][CH:30]=[CH:31][C:26]=1[C:18]1[C:19]2[CH:24]=[CH:23][CH:22]=[C:21]([CH3:25])[C:20]=2[N:14]([C:9]2[CH:10]=[CH:11][CH:12]=[CH:13][C:8]=2[O:7][CH2:6][C:4]([OH:5])=[O:3])[C:15](=[O:70])[C:16]([CH:67]=[C:68]=[O:69])([NH:33][C:34]([NH:36][C:37]2[CH:42]=[CH:41][CH:40]=[C:39]([C:43]3[NH:47][N:46]=[N:45][N:44]=3)[CH:38]=2)=[O:35])[N:17]=1, predict the reactants needed to synthesize it. The reactants are: C([O:3][C:4]([CH2:6][O:7][C:8]1[CH:13]=[CH:12][CH:11]=[CH:10][C:9]=1[N:14]1[C:20]2[C:21]([CH3:25])=[CH:22][CH:23]=[CH:24][C:19]=2[C:18]([C:26]2[CH:31]=[CH:30][CH:29]=[CH:28][C:27]=2[F:32])=[N:17][C:16]([CH:67]=[C:68]=[O:69])([NH:33][C:34]([NH:36][C:37]2[CH:42]=[CH:41][CH:40]=[C:39]([C:43]3[N:47](C(C4C=CC=CC=4)(C4C=CC=CC=4)C4C=CC=CC=4)[N:46]=[N:45][N:44]=3)[CH:38]=2)=[O:35])[C:15]1=[O:70])=[O:5])C.[OH-].[Na+].Cl.O. (4) Given the product [CH3:17][C@H:15]1[O:16][C@@H:11]([CH3:10])[CH2:12][N:13]([C:2]2[CH:9]=[CH:8][C:5]([CH:6]=[O:7])=[CH:4][CH:3]=2)[CH2:14]1, predict the reactants needed to synthesize it. The reactants are: F[C:2]1[CH:9]=[CH:8][C:5]([CH:6]=[O:7])=[CH:4][CH:3]=1.[CH3:10][C@H:11]1[O:16][C@@H:15]([CH3:17])[CH2:14][NH:13][CH2:12]1.C(=O)([O-])[O-].[K+].[K+].